Dataset: Full USPTO retrosynthesis dataset with 1.9M reactions from patents (1976-2016). Task: Predict the reactants needed to synthesize the given product. Given the product [CH3:26][O:27][CH:14]1[C:13]([C:10]2[CH:9]=[CH:8][C:7]([C:2]3[N:3]=[CH:4][CH:5]=[CH:6][N:1]=3)=[CH:12][CH:11]=2)=[CH:17][CH:16]([O:21][CH3:18])[O:15]1, predict the reactants needed to synthesize it. The reactants are: [N:1]1[CH:6]=[CH:5][CH:4]=[N:3][C:2]=1[C:7]1[CH:12]=[CH:11][C:10]([C:13]2[CH:17]=[CH:16][O:15][CH:14]=2)=[CH:9][CH:8]=1.[C:18]([O-:21])([O-])=O.[Na+].[Na+].BrBr.[CH3:26][OH:27].